This data is from Peptide-MHC class II binding affinity with 134,281 pairs from IEDB. The task is: Regression. Given a peptide amino acid sequence and an MHC pseudo amino acid sequence, predict their binding affinity value. This is MHC class II binding data. (1) The peptide sequence is GEIRTMNNFLDREIYVNVEP. The MHC is DRB1_0101 with pseudo-sequence DRB1_0101. The binding affinity (normalized) is 0.579. (2) The peptide sequence is GAVQWMNRLIAFASRGNHVS. The MHC is DRB1_0101 with pseudo-sequence DRB1_0101. The binding affinity (normalized) is 0.763.